Task: Binary Classification. Given a T-cell receptor sequence (or CDR3 region) and an epitope sequence, predict whether binding occurs between them.. Dataset: TCR-epitope binding with 47,182 pairs between 192 epitopes and 23,139 TCRs (1) The epitope is FLNGSCGSV. The TCR CDR3 sequence is CASSLDAGGTDTQYF. Result: 1 (the TCR binds to the epitope). (2) The epitope is NLVPMVATV. The TCR CDR3 sequence is CASSSMDGNYGYTF. Result: 1 (the TCR binds to the epitope). (3) The epitope is FSKQLQQSM. The TCR CDR3 sequence is CASSISRGRGYNEQFF. Result: 0 (the TCR does not bind to the epitope). (4) The epitope is LPRRSGAAGA. The TCR CDR3 sequence is CATSRDRWNTEAFF. Result: 1 (the TCR binds to the epitope). (5) The epitope is ELAGIGILTV. The TCR CDR3 sequence is CASSHAREQYF. Result: 1 (the TCR binds to the epitope). (6) The epitope is TLIGDCATV. The TCR CDR3 sequence is CASRTSGSLNEQFF. Result: 1 (the TCR binds to the epitope). (7) The epitope is VSFIEFVGW. The TCR CDR3 sequence is CASSPTGTSHTGELFF. Result: 1 (the TCR binds to the epitope). (8) The TCR CDR3 sequence is CSARDSYEQYF. The epitope is EIYKRWII. Result: 1 (the TCR binds to the epitope).